From a dataset of Forward reaction prediction with 1.9M reactions from USPTO patents (1976-2016). Predict the product of the given reaction. (1) Given the reactants [F:1][C:2]1[CH:7]=[CH:6][C:5]([NH:8][C:9]([C:11]2([C:14]([OH:16])=O)[CH2:13][CH2:12]2)=[O:10])=[CH:4][CH:3]=1.C(Cl)(=O)C(Cl)=O.N[C:24]1[CH:29]=[CH:28][C:27]([OH:30])=[C:26]([F:31])[CH:25]=1.[N:32]1C(C)=CC=CC=1C, predict the reaction product. The product is: [F:31][C:26]1[CH:25]=[C:24]([N:8]([C:5]2[CH:4]=[CH:3][C:2]([F:1])=[CH:7][CH:6]=2)[C:9]([C:11]2([C:14]([NH2:32])=[O:16])[CH2:12][CH2:13]2)=[O:10])[CH:29]=[CH:28][C:27]=1[OH:30]. (2) Given the reactants C[O:2][C:3]([C:5]1([O:8][C:9]2[CH:14]=[CH:13][C:12]([NH:15][C:16](=[O:40])[CH:17]([C:24]3[N:25]([C:33]4[CH:38]=[CH:37][C:36]([Cl:39])=[CH:35][CH:34]=4)[N:26]=[C:27]4[C:32]=3[CH2:31][CH2:30][CH2:29][CH2:28]4)[CH:18]3[CH2:23][CH2:22][CH2:21][CH2:20][CH2:19]3)=[C:11]([F:41])[CH:10]=2)[CH2:7][CH2:6]1)=[O:4].[OH-].[Li+], predict the reaction product. The product is: [Cl:39][C:36]1[CH:35]=[CH:34][C:33]([N:25]2[C:24]([CH:17]([CH:18]3[CH2:23][CH2:22][CH2:21][CH2:20][CH2:19]3)[C:16]([NH:15][C:12]3[CH:13]=[CH:14][C:9]([O:8][C:5]4([C:3]([OH:4])=[O:2])[CH2:7][CH2:6]4)=[CH:10][C:11]=3[F:41])=[O:40])=[C:32]3[C:27]([CH2:28][CH2:29][CH2:30][CH2:31]3)=[N:26]2)=[CH:38][CH:37]=1.